Dataset: Catalyst prediction with 721,799 reactions and 888 catalyst types from USPTO. Task: Predict which catalyst facilitates the given reaction. (1) Reactant: [C:1]([OH:9])(=O)[C:2]1[CH:7]=[CH:6][CH:5]=[CH:4][CH:3]=1.CCN=C=NCCCN(C)C.C(N(CC)CC)C.Cl.[S:29]1[CH:33]=[CH:32][CH:31]=[C:30]1[C:34]1[N:38]=[C:37]([CH:39]2[CH2:44][CH2:43][NH2+:42][CH2:41][CH2:40]2)[O:36][N:35]=1. Product: [C:2]1([C:1]([N:42]2[CH2:43][CH2:44][CH:39]([C:37]3[O:36][N:35]=[C:34]([C:30]4[S:29][CH:33]=[CH:32][CH:31]=4)[N:38]=3)[CH2:40][CH2:41]2)=[O:9])[CH:3]=[CH:4][CH:5]=[CH:6][CH:7]=1. The catalyst class is: 4. (2) Reactant: [C:1]([O:5][C:6]([N:8]1[C:17]2[C:12](=[CH:13][CH:14]=[CH:15][CH:16]=2)[C:11](O)([CH3:18])[CH2:10][CH2:9]1)=[O:7])([CH3:4])([CH3:3])[CH3:2].OS(O)(=O)=O. Product: [C:1]([O:5][C:6]([N:8]1[C:17]2[C:12](=[CH:13][CH:14]=[CH:15][CH:16]=2)[CH:11]([CH3:18])[CH2:10][CH2:9]1)=[O:7])([CH3:4])([CH3:2])[CH3:3]. The catalyst class is: 78. (3) Reactant: Cl[C:2]1[C:7]([N+:8]([O-:10])=[O:9])=[CH:6][N:5]=[C:4]2[CH2:11][CH2:12][CH2:13][C:3]=12.[OH:14][C@@H:15]1[C@@H:20]([CH3:21])[CH2:19][NH:18][CH2:17][C@H:16]1[NH:22][C:23](=[O:29])[O:24][C:25]([CH3:28])([CH3:27])[CH3:26].C(N(CC)CC)C. Product: [OH:14][C@@H:15]1[C@@H:20]([CH3:21])[CH2:19][N:18]([C:2]2[C:7]([N+:8]([O-:10])=[O:9])=[CH:6][N:5]=[C:4]3[CH2:11][CH2:12][CH2:13][C:3]=23)[CH2:17][C@H:16]1[NH:22][C:23](=[O:29])[O:24][C:25]([CH3:28])([CH3:27])[CH3:26]. The catalyst class is: 32.